Dataset: Forward reaction prediction with 1.9M reactions from USPTO patents (1976-2016). Task: Predict the product of the given reaction. (1) Given the reactants [C:1]([C:4]1[CH:9]=[CH:8][CH:7]=[CH:6][C:5]=1[CH3:10])([CH3:3])=[CH2:2].[CH3:11][C:12]([C:14]1[CH:19]=[CH:18][CH:17]=[CH:16][CH:15]=1)=[CH2:13], predict the reaction product. The product is: [C:1]([C:4]1[CH:9]=[CH:8][CH:7]=[CH:6][C:5]=1[CH3:10])([CH3:3])=[CH2:2].[CH3:13][C:12]([C:14]1[CH:19]=[CH:18][CH:17]=[CH:16][CH:15]=1)=[CH2:11]. (2) Given the reactants [C:1]1([C:7]2[CH:16]=[CH:15][C:14]3[N:13]=[CH:12][C:11]4[N:17]=[CH:18][N:19]([C:20]5[CH:25]=[CH:24][CH:23]=[CH:22][C:21]=5[CH2:26][C:27]#[N:28])[C:10]=4[C:9]=3[CH:8]=2)[CH:6]=[CH:5][CH:4]=[CH:3][CH:2]=1.Cl.[NH2:30][OH:31].C(=O)([O-])[O-].[Na+].[Na+], predict the reaction product. The product is: [OH:31][NH:30][C:27](=[NH:28])[CH2:26][C:21]1[CH:22]=[CH:23][CH:24]=[CH:25][C:20]=1[N:19]1[C:10]2[C:9]3[CH:8]=[C:7]([C:1]4[CH:6]=[CH:5][CH:4]=[CH:3][CH:2]=4)[CH:16]=[CH:15][C:14]=3[N:13]=[CH:12][C:11]=2[N:17]=[CH:18]1. (3) Given the reactants [Cl:1][C:2]1[CH:3]=[C:4]([CH:9]2[CH2:13][N:12]([C:14]([C:16]3[CH:17]=[N:18][C:19]([O:22][CH3:23])=[CH:20][CH:21]=3)=[O:15])[CH2:11][CH:10]2[C:24](=[O:26])[CH3:25])[CH:5]=[CH:6][C:7]=1[Cl:8].[Li+].[BH4-], predict the reaction product. The product is: [Cl:1][C:2]1[CH:3]=[C:4]([CH:9]2[CH:10]([CH:24]([OH:26])[CH3:25])[CH2:11][N:12]([C:14]([C:16]3[CH:17]=[N:18][C:19]([O:22][CH3:23])=[CH:20][CH:21]=3)=[O:15])[CH2:13]2)[CH:5]=[CH:6][C:7]=1[Cl:8]. (4) Given the reactants [Cl:1][C:2]1[C:10]([F:11])=[CH:9][CH:8]=[CH:7][C:3]=1[C:4]([OH:6])=O.[F:12][C:13]1([F:29])[CH2:18][CH2:17][CH:16]([CH:19]([C:22]2[CH:23]=[N:24][C:25]([CH3:28])=[N:26][CH:27]=2)[CH2:20][NH2:21])[CH2:15][CH2:14]1, predict the reaction product. The product is: [Cl:1][C:2]1[C:10]([F:11])=[CH:9][CH:8]=[CH:7][C:3]=1[C:4]([NH:21][CH2:20][CH:19]([CH:16]1[CH2:17][CH2:18][C:13]([F:29])([F:12])[CH2:14][CH2:15]1)[C:22]1[CH:23]=[N:24][C:25]([CH3:28])=[N:26][CH:27]=1)=[O:6]. (5) Given the reactants [Cl:1][C:2]1[CH:7]=[C:6]([C:8]#[N:9])[C:5]([CH3:10])=[CH:4][C:3]=1[CH:11]=[CH:12][C:13]([O:15][C:16]([CH3:19])([CH3:18])[CH3:17])=[O:14], predict the reaction product. The product is: [Cl:1][C:2]1[CH:7]=[C:6]([C:8]#[N:9])[C:5]([CH3:10])=[CH:4][C:3]=1[CH2:11][CH2:12][C:13]([O:15][C:16]([CH3:19])([CH3:18])[CH3:17])=[O:14]. (6) The product is: [CH2:13]([C:12]1([C:17]2[CH:18]=[CH:19][C:20]([F:23])=[CH:21][CH:22]=2)[O:16][C:32](=[O:34])[N:10]([C@H:8]([C:5]2[CH:4]=[CH:3][C:2]([Br:1])=[CH:7][CH:6]=2)[CH3:9])[CH2:11]1)[CH:14]=[CH2:15]. Given the reactants [Br:1][C:2]1[CH:7]=[CH:6][C:5]([C@@H:8]([NH:10][CH2:11][C:12]([C:17]2[CH:22]=[CH:21][C:20]([F:23])=[CH:19][CH:18]=2)([OH:16])[CH2:13][CH:14]=[CH2:15])[CH3:9])=[CH:4][CH:3]=1.CCN(CC)CC.Cl[C:32](Cl)([O:34]C(=O)OC(Cl)(Cl)Cl)Cl, predict the reaction product.